This data is from Forward reaction prediction with 1.9M reactions from USPTO patents (1976-2016). The task is: Predict the product of the given reaction. (1) Given the reactants C([O:3][C:4]([CH:6]1[CH2:10][CH:9]([S:11]([C:14]2[CH:19]=[CH:18][CH:17]=[CH:16][C:15]=2[C:20]([F:23])([F:22])[F:21])(=[O:13])=[O:12])[CH2:8][N:7]1[C:24]1[CH:29]=[CH:28][CH:27]=[C:26]([S:30]([CH3:33])(=[O:32])=[O:31])[CH:25]=1)=[O:5])C.[OH-].[Li+], predict the reaction product. The product is: [CH3:33][S:30]([C:26]1[CH:25]=[C:24]([N:7]2[CH2:8][CH:9]([S:11]([C:14]3[CH:19]=[CH:18][CH:17]=[CH:16][C:15]=3[C:20]([F:22])([F:23])[F:21])(=[O:12])=[O:13])[CH2:10][CH:6]2[C:4]([OH:5])=[O:3])[CH:29]=[CH:28][CH:27]=1)(=[O:31])=[O:32]. (2) Given the reactants Br[C:2]1[C:12]([CH3:13])=[CH:11][C:5]([O:6][CH2:7][C@@H:8]([OH:10])[CH3:9])=[CH:4][C:3]=1[CH3:14].[CH2:15]([O:17][C:18]([CH:20]1[CH:22]2[CH2:23][C:24]3[CH:25]=[C:26]([O:30][CH2:31][C:32]4[CH:37]=[C:36](B5OC(C)(C)C(C)(C)O5)[CH:35]=[CH:34][C:33]=4[F:47])[N:27]=[CH:28][C:29]=3[CH:21]12)=[O:19])[CH3:16].C1(P(C2CCCCC2)C2CCCCC2)CCCCC1, predict the reaction product. The product is: [F:47][C:33]1[CH:34]=[CH:35][C:36]([C:2]2[C:12]([CH3:13])=[CH:11][C:5]([O:6][CH2:7][C@@H:8]([OH:10])[CH3:9])=[CH:4][C:3]=2[CH3:14])=[CH:37][C:32]=1[CH2:31][O:30][C:26]1[N:27]=[CH:28][C:29]2[C@@H:21]3[C@@H:20]([C:18]([O:17][CH2:15][CH3:16])=[O:19])[C@@H:22]3[CH2:23][C:24]=2[CH:25]=1. (3) Given the reactants Br[C:2]1[CH:3]=[CH:4][C:5]2[S:9][C:8]([CH3:10])=[N:7][C:6]=2[CH:11]=1.[B:12]1([B:12]2[O:16][C:15]([CH3:18])([CH3:17])[C:14]([CH3:20])([CH3:19])[O:13]2)[O:16][C:15]([CH3:18])([CH3:17])[C:14]([CH3:20])([CH3:19])[O:13]1.C([O-])(=O)C.[K+], predict the reaction product. The product is: [CH3:10][C:8]1[S:9][C:5]2[CH:4]=[CH:3][C:2]([B:12]3[O:16][C:15]([CH3:18])([CH3:17])[C:14]([CH3:20])([CH3:19])[O:13]3)=[CH:11][C:6]=2[N:7]=1. (4) The product is: [CH3:1][N:2]([CH3:15])[CH2:3][CH2:4][CH:5]([C:8]1[CH:13]=[CH:12][C:11]([C:41]2[CH:46]=[CH:45][N:44]=[CH:43][CH:42]=2)=[CH:10][CH:9]=1)[C:6]#[N:7]. Given the reactants [CH3:1][N:2]([CH3:15])[CH2:3][CH2:4][CH:5]([C:8]1[CH:13]=[CH:12][C:11](I)=[CH:10][CH:9]=1)[C:6]#[N:7].C1(C)C=CC=CC=1.CCO.C([O-])([O-])=O.[Na+].[Na+].B1([C:41]2[CH:46]=[CH:45][N:44]=[CH:43][CH:42]=2)OC(C)(C)C(C)(C)O1, predict the reaction product.